From a dataset of Full USPTO retrosynthesis dataset with 1.9M reactions from patents (1976-2016). Predict the reactants needed to synthesize the given product. (1) Given the product [F:20][C:16]1[CH:15]=[C:14]2[C:19](=[CH:18][CH:17]=1)[CH:11]([NH:10][C:7]1[O:8][CH2:9][C:4]3[CH:3]=[C:2]([NH:23][C:24]4[CH:29]=[CH:28][CH:27]=[C:26]([C:30]([F:32])([F:31])[F:33])[N:25]=4)[CH:22]=[CH:21][C:5]=3[N:6]=1)[CH2:12][CH2:13]2, predict the reactants needed to synthesize it. The reactants are: Br[C:2]1[CH:22]=[CH:21][C:5]2[N:6]=[C:7]([NH:10][CH:11]3[C:19]4[C:14](=[CH:15][C:16]([F:20])=[CH:17][CH:18]=4)[CH2:13][CH2:12]3)[O:8][CH2:9][C:4]=2[CH:3]=1.[NH2:23][C:24]1[CH:29]=[CH:28][CH:27]=[C:26]([C:30]([F:33])([F:32])[F:31])[N:25]=1. (2) Given the product [CH2:1]([N:8]1[CH2:13][CH2:12][CH2:11][CH2:10][CH:9]1[CH2:14][NH:15][C:16]1[C:17]([NH2:24])=[CH:18][C:19]([CH3:23])=[C:20]([CH3:22])[CH:21]=1)[C:2]1[CH:7]=[CH:6][CH:5]=[CH:4][CH:3]=1, predict the reactants needed to synthesize it. The reactants are: [CH2:1]([N:8]1[CH2:13][CH2:12][CH2:11][CH2:10][CH:9]1[CH2:14][NH:15][C:16]1[CH:21]=[C:20]([CH3:22])[C:19]([CH3:23])=[CH:18][C:17]=1[N+:24]([O-])=O)[C:2]1[CH:7]=[CH:6][CH:5]=[CH:4][CH:3]=1.[BH4-].[Na+]. (3) Given the product [OH:30][C:28]1[C:20]([C:32]#[N:33])=[CH:21][N:22]=[C:23]2[S:24][CH:25]=[CH:26][C:27]=12, predict the reactants needed to synthesize it. The reactants are: C1(OC2C=CC=CC=2)C=CC=CC=1.C(OC(=O)/[C:20](/[C:32]#[N:33])=[CH:21]\[NH:22][C:23]1[S:24][CH:25]=[CH:26][C:27]=1[C:28]([O:30]C)=O)(C)(C)C. (4) Given the product [CH2:1]([O:8][C:9]1[C:10]([F:18])=[CH:11][C:12]([CH2:13][OH:14])=[CH:15][C:16]=1[F:17])[C:2]1[CH:3]=[CH:4][CH:5]=[CH:6][CH:7]=1, predict the reactants needed to synthesize it. The reactants are: [CH2:1]([O:8][C:9]1[C:16]([F:17])=[CH:15][C:12]([CH:13]=[O:14])=[CH:11][C:10]=1[F:18])[C:2]1[CH:7]=[CH:6][CH:5]=[CH:4][CH:3]=1.[BH4-].[Na+]. (5) Given the product [C:6]([O:10][C:11]([N:13]1[CH2:19][CH2:18][C:17]2[C:20]([CH2:25][Cl:5])=[C:21]([Cl:24])[CH:22]=[CH:23][C:16]=2[CH2:15][CH2:14]1)=[O:12])([CH3:9])([CH3:8])[CH3:7], predict the reactants needed to synthesize it. The reactants are: CS([Cl:5])(=O)=O.[C:6]([O:10][C:11]([N:13]1[CH2:19][CH2:18][C:17]2[C:20]([CH2:25]O)=[C:21]([Cl:24])[CH:22]=[CH:23][C:16]=2[CH2:15][CH2:14]1)=[O:12])([CH3:9])([CH3:8])[CH3:7].C(N(CC)CC)C. (6) Given the product [N:1]1[CH:6]=[CH:5][CH:4]=[C:3]([C:7]2[CH:8]=[C:9]3[C:14](=[CH:15][CH:16]=2)[NH:13][C:12](=[S:27])[CH2:11][CH2:10]3)[CH:2]=1, predict the reactants needed to synthesize it. The reactants are: [N:1]1[CH:6]=[CH:5][CH:4]=[C:3]([C:7]2[CH:8]=[C:9]3[C:14](=[CH:15][CH:16]=2)[NH:13][C:12](=O)[CH2:11][CH2:10]3)[CH:2]=1.COC1C=CC(P2(SP(C3C=CC(OC)=CC=3)(=S)S2)=[S:27])=CC=1.